This data is from Forward reaction prediction with 1.9M reactions from USPTO patents (1976-2016). The task is: Predict the product of the given reaction. (1) Given the reactants [F:1][C:2]1[C:3]([O:20][CH3:21])=[C:4]([C:8]([CH3:19])([CH3:18])[CH2:9][C:10]([OH:17])([C:13]([F:16])([F:15])[F:14])[CH:11]=O)[CH:5]=[CH:6][CH:7]=1.[NH2:22][C:23]1[CH:31]=[CH:30][CH:29]=[C:28]2[C:24]=1[CH:25]=[N:26][NH:27]2.C1(C)C=CC=CC=1, predict the reaction product. The product is: [F:16][C:13]([F:14])([F:15])[C:10]([CH:11]=[N:22][C:23]1[CH:31]=[CH:30][CH:29]=[C:28]2[C:24]=1[CH:25]=[N:26][NH:27]2)([OH:17])[CH2:9][C:8]([C:4]1[CH:5]=[CH:6][CH:7]=[C:2]([F:1])[C:3]=1[O:20][CH3:21])([CH3:18])[CH3:19]. (2) Given the reactants [Sn](Cl)Cl.[Cl:4][C:5]1[CH:6]=[C:7]([N+:15]([O-])=O)[CH:8]=[C:9]2[C:13]=1[N:12]([CH3:14])[N:11]=[CH:10]2, predict the reaction product. The product is: [Cl:4][C:5]1[CH:6]=[C:7]([NH2:15])[CH:8]=[C:9]2[C:13]=1[N:12]([CH3:14])[N:11]=[CH:10]2. (3) Given the reactants [Cl:1][C:2]1[N:7]=[CH:6][C:5]([O:8][C:9]2[CH:14]=[CH:13][C:12]([CH2:15][OH:16])=[CH:11][C:10]=2[F:17])=[CH:4][CH:3]=1.Cl[C:19]1[CH:20]=[C:21]2[N:28]([CH3:29])[C:27]([CH3:31])([CH3:30])[CH2:26][N:22]2[C:23](=[O:25])[N:24]=1, predict the reaction product. The product is: [Cl:1][C:2]1[N:7]=[CH:6][C:5]([O:8][C:9]2[CH:14]=[CH:13][C:12]([CH2:15][O:16][C:19]3[CH:20]=[C:21]4[N:28]([CH3:29])[C:27]([CH3:31])([CH3:30])[CH2:26][N:22]4[C:23](=[O:25])[N:24]=3)=[CH:11][C:10]=2[F:17])=[CH:4][CH:3]=1.